The task is: Predict the reactants needed to synthesize the given product.. This data is from Full USPTO retrosynthesis dataset with 1.9M reactions from patents (1976-2016). Given the product [CH:17]1([NH:16][C:14]([C:10]2[NH:11][C:12]3[C:8]([CH:9]=2)=[C:7]([CH3:23])[CH:6]=[C:5]([O:4][CH2:3][CH2:2][N:30]2[CH2:35][CH2:34][O:33][CH2:32][CH2:31]2)[CH:13]=3)=[O:15])[CH2:22][CH2:21][CH2:20][CH2:19][CH2:18]1, predict the reactants needed to synthesize it. The reactants are: Br[CH2:2][CH2:3][O:4][C:5]1[CH:13]=[C:12]2[C:8]([CH:9]=[C:10]([C:14]([NH:16][CH:17]3[CH2:22][CH2:21][CH2:20][CH2:19][CH2:18]3)=[O:15])[NH:11]2)=[C:7]([CH3:23])[CH:6]=1.C([O-])([O-])=O.[Cs+].[Cs+].[NH:30]1[CH2:35][CH2:34][O:33][CH2:32][CH2:31]1.